Dataset: Reaction yield outcomes from USPTO patents with 853,638 reactions. Task: Predict the reaction yield, written as a fraction of the theoretical maximum amount of product (1.0 means a 100% yield; for example, 0.34 means a 34% yield). (1) The reactants are CC1(C)C(C)(C)OB([C:9]2[CH:14]=[CH:13][C:12]([C:15]3[C:16]([OH:21])=[CH:17][CH:18]=[CH:19][CH:20]=3)=[CH:11][CH:10]=2)O1.Br[C:24]1[CH:25]=[C:26]2[C:30](=[CH:31][C:32]=1[Cl:33])[NH:29][CH:28]=[C:27]2[C:34]([O:36][CH3:37])=[O:35].C(=O)([O-])[O-].[K+].[K+].S([O-])(O)(=O)=O.[Na+]. The catalyst is C(OCC)(=O)C.C1C=CC(P(C2C=CC=CC=2)[C-]2C=CC=C2)=CC=1.C1C=CC(P(C2C=CC=CC=2)[C-]2C=CC=C2)=CC=1.Cl[Pd]Cl.[Fe+2].CCO.C1COCC1.C1(C)C=CC=CC=1. The product is [Cl:33][C:32]1[CH:31]=[C:30]2[C:26]([C:27]([C:34]([O:36][CH3:37])=[O:35])=[CH:28][NH:29]2)=[CH:25][C:24]=1[C:9]1[CH:10]=[CH:11][C:12]([C:15]2[CH:20]=[CH:19][CH:18]=[CH:17][C:16]=2[OH:21])=[CH:13][CH:14]=1. The yield is 0.730. (2) The reactants are [F:1][C:2]1[C:7]2[N:8]=[CH:9][N:10]([CH3:11])[C:6]=2[CH:5]=[C:4]([C:12](O)=[O:13])[C:3]=1[NH:15][C:16]1[CH:21]=[CH:20][C:19]([I:22])=[CH:18][C:17]=1[CH3:23].C1C=[CH:26][C:27]2N(O)N=N[C:28]=2[CH:29]=1.C(N(CC)CC)C.Cl.C1([N:45](C)[OH:46])CC1.CCN=C=NCCCN(C)C. The catalyst is CN(C=O)C.C(OCC)(=O)C.O. The product is [CH:27]1([CH2:26][O:46][NH:45][C:12]([C:4]2[C:3]([NH:15][C:16]3[CH:21]=[CH:20][C:19]([I:22])=[CH:18][C:17]=3[CH3:23])=[C:2]([F:1])[C:7]3[N:8]=[CH:9][N:10]([CH3:11])[C:6]=3[CH:5]=2)=[O:13])[CH2:28][CH2:29]1. The yield is 0.610.